Dataset: Reaction yield outcomes from USPTO patents with 853,638 reactions. Task: Predict the reaction yield, written as a fraction of the theoretical maximum amount of product (1.0 means a 100% yield; for example, 0.34 means a 34% yield). (1) The reactants are [CH3:1][O:2][C:3]1[CH:8]=[CH:7][C:6]([C:9](=O)[CH2:10][CH2:11][C:12]([OH:14])=[O:13])=[CH:5][C:4]=1[CH3:16].COC1C=CC(C(CC=O)C(O)=O)=CC=1C. The catalyst is Cl. The product is [CH3:1][O:2][C:3]1[CH:8]=[CH:7][C:6]([CH2:9][CH2:10][CH2:11][C:12]([OH:14])=[O:13])=[CH:5][C:4]=1[CH3:16]. The yield is 0.980. (2) The reactants are [CH2:1]([N:5]1[C:10](=[O:11])[C:9]([CH2:12]OS(C)(=O)=O)=[CH:8][C:7]([C:18]2[CH:23]=[CH:22][C:21]([CH3:24])=[CH:20][CH:19]=2)=[N:6]1)[CH:2]([CH3:4])[CH3:3].[CH2:25]([NH:27][CH2:28][CH3:29])[CH3:26]. No catalyst specified. The product is [CH2:25]([N:27]([CH2:12][C:9]1[C:10](=[O:11])[N:5]([CH2:1][CH:2]([CH3:4])[CH3:3])[N:6]=[C:7]([C:18]2[CH:23]=[CH:22][C:21]([CH3:24])=[CH:20][CH:19]=2)[CH:8]=1)[CH2:28][CH3:29])[CH3:26]. The yield is 0.950. (3) The reactants are [Cl:1][C:2]1[N:3]=[C:4]([C:9]([NH:11][C@H:12]2[CH2:17][CH2:16][N:15]([C:18]3[S:19][C:20]([C:24]([NH:26][CH2:27][CH2:28][C:29]#[N:30])=O)=[C:21]([CH3:23])[N:22]=3)[CH2:14][C@H:13]2[O:31][CH3:32])=[O:10])[NH:5][C:6]=1[CH2:7][CH3:8].C1(P(C2C=CC=CC=2)C2C=CC=CC=2)C=CC=CC=1.N(C(OC(C)C)=O)=NC(OC(C)C)=O.C[Si]([N:70]=[N+:71]=[N-:72])(C)C. The catalyst is C(OCC)(=O)C.C1COCC1. The product is [Cl:1][C:2]1[N:3]=[C:4]([C:9]([NH:11][C@H:12]2[CH2:17][CH2:16][N:15]([C:18]3[S:19][C:20]([C:24]4[N:26]([CH2:27][CH2:28][C:29]#[N:30])[N:72]=[N:71][N:70]=4)=[C:21]([CH3:23])[N:22]=3)[CH2:14][C@H:13]2[O:31][CH3:32])=[O:10])[NH:5][C:6]=1[CH2:7][CH3:8]. The yield is 0.410. (4) The reactants are [O:1]=[C:2]1[CH2:11][CH2:10][CH2:9][C:8]2[CH:7]=[C:6]([C:12]([OH:14])=[O:13])[CH:5]=[CH:4][C:3]1=2.[CH3:15]O. The catalyst is Cl. The product is [O:1]=[C:2]1[CH2:11][CH2:10][CH2:9][C:8]2[CH:7]=[C:6]([C:12]([O:14][CH3:15])=[O:13])[CH:5]=[CH:4][C:3]1=2. The yield is 0.860.